From a dataset of Forward reaction prediction with 1.9M reactions from USPTO patents (1976-2016). Predict the product of the given reaction. Given the reactants [CH3:1][O:2][C:3](=[O:16])[CH2:4][CH2:5][C:6]([C:8]1[CH:13]=[CH:12][C:11]([OH:14])=[CH:10][C:9]=1[OH:15])=[O:7].[O:17]1[CH:22]=[CH:21][CH2:20][CH2:19][CH2:18]1, predict the reaction product. The product is: [CH3:1][O:2][C:3](=[O:16])[CH2:4][CH2:5][C:6]([C:8]1[CH:13]=[CH:12][C:11]([O:14][CH:18]2[CH2:19][CH2:20][CH2:21][CH2:22][O:17]2)=[CH:10][C:9]=1[OH:15])=[O:7].